Dataset: Reaction yield outcomes from USPTO patents with 853,638 reactions. Task: Predict the reaction yield, written as a fraction of the theoretical maximum amount of product (1.0 means a 100% yield; for example, 0.34 means a 34% yield). The reactants are [CH3:1][O:2][C:3]([C:5]1[CH:20]=[CH:19][C:8]([C:9]([O:11]N2C(=O)CCC2=O)=O)=[CH:7][C:6]=1[CH3:21])=[O:4].[OH:22][C:23]1[CH:24]=[C:25]([CH:28]=[CH:29][CH:30]=1)[CH2:26][NH2:27].C(N(CC)CC)C. The catalyst is CN(C)C=O. The product is [OH:22][C:23]1[CH:24]=[C:25]([CH2:26][NH:27][C:9]([C:8]2[CH:19]=[CH:20][C:5]([C:3]([O:2][CH3:1])=[O:4])=[C:6]([CH3:21])[CH:7]=2)=[O:11])[CH:28]=[CH:29][CH:30]=1. The yield is 0.910.